This data is from TCR-epitope binding with 47,182 pairs between 192 epitopes and 23,139 TCRs. The task is: Binary Classification. Given a T-cell receptor sequence (or CDR3 region) and an epitope sequence, predict whether binding occurs between them. (1) The epitope is KLPDDFTGCV. The TCR CDR3 sequence is CASSQVNYISDTQYF. Result: 1 (the TCR binds to the epitope). (2) Result: 1 (the TCR binds to the epitope). The epitope is ELAGIGILTV. The TCR CDR3 sequence is CATSSTPIFSGANVLTF. (3) The epitope is GLCTLVAML. Result: 1 (the TCR binds to the epitope). The TCR CDR3 sequence is CASSYSEGYEQYF. (4) The TCR CDR3 sequence is CASSEFPGNYGYTF. Result: 1 (the TCR binds to the epitope). The epitope is NYSGVVTTVMF. (5) The epitope is HPKVSSEVHI. The TCR CDR3 sequence is CASSEGLAGARTYNEQFF. Result: 0 (the TCR does not bind to the epitope). (6) The epitope is LLLGIGILV. The TCR CDR3 sequence is CASSQDGHGSSYNEQFF. Result: 1 (the TCR binds to the epitope).